From a dataset of Forward reaction prediction with 1.9M reactions from USPTO patents (1976-2016). Predict the product of the given reaction. (1) Given the reactants [CH3:1][N:2]1[C:10]2[C:5](=[CH:6][CH:7]=[C:8](B3OC(C)(C)C(C)(C)O3)[CH:9]=2)[C:4]([CH3:21])([CH3:20])[C:3]1=[O:22].Br[C:24]1[C:25]([CH2:30][CH3:31])=[N:26][CH:27]=[N:28][CH:29]=1, predict the reaction product. The product is: [CH2:30]([C:25]1[C:24]([C:8]2[CH:9]=[C:10]3[C:5]([C:4]([CH3:20])([CH3:21])[C:3](=[O:22])[N:2]3[CH3:1])=[CH:6][CH:7]=2)=[CH:29][N:28]=[CH:27][N:26]=1)[CH3:31]. (2) Given the reactants [C:1]1([C@H:7]([CH2:9][OH:10])[NH2:8])[CH:6]=[CH:5][CH:4]=[CH:3][CH:2]=1.C(N(CC)CC)C.[Cl:18][CH2:19][C:20](Cl)=[O:21], predict the reaction product. The product is: [Cl:18][CH2:19][C:20]([NH:8][C@H:7]([C:1]1[CH:6]=[CH:5][CH:4]=[CH:3][CH:2]=1)[CH2:9][OH:10])=[O:21]. (3) Given the reactants [OH:1][C:2]1[CH:7]=[CH:6][CH:5]=[CH:4][C:3]=1[C:8]([C:10]1[CH:11]=[N:12][N:13]([C:15]2[CH:20]=[CH:19][CH:18]=[CH:17][CH:16]=2)[CH:14]=1)=[O:9].Br[CH2:22][C:23]([O:25][CH2:26][CH3:27])=[O:24], predict the reaction product. The product is: [C:15]1([N:13]2[CH:14]=[C:10]([C:8]([C:3]3[CH:4]=[CH:5][CH:6]=[CH:7][C:2]=3[O:1][CH2:22][C:23]([O:25][CH2:26][CH3:27])=[O:24])=[O:9])[CH:11]=[N:12]2)[CH:20]=[CH:19][CH:18]=[CH:17][CH:16]=1. (4) Given the reactants [Cl:1][C:2]1[C:3]([N:11]2[CH2:16][CH2:15][CH:14]([C:17]([O:19][CH3:20])=[O:18])[CH2:13][CH2:12]2)=[N:4][CH:5]=[C:6]([CH:10]=1)[C:7]([OH:9])=[O:8].C(NC(=NC(C)C)O[C:27]([CH3:30])([CH3:29])[CH3:28])(C)C, predict the reaction product. The product is: [Cl:1][C:2]1[C:3]([N:11]2[CH2:12][CH2:13][CH:14]([C:17]([O:19][CH3:20])=[O:18])[CH2:15][CH2:16]2)=[N:4][CH:5]=[C:6]([CH:10]=1)[C:7]([O:9][C:27]([CH3:30])([CH3:29])[CH3:28])=[O:8]. (5) Given the reactants [H-].[Na+].[CH3:3][O:4][C:5]([C:7]1[C:15]2[C:10](=[N:11][CH:12]=[C:13]([Cl:16])[CH:14]=2)[N:9]([S:17]([C:20]2[CH:25]=[CH:24][CH:23]=[CH:22][CH:21]=2)(=[O:19])=[O:18])[C:8]=1[CH2:26]Br)=[O:6].[C:28]([CH2:30][NH:31][S:32]([C:35]1[CH:40]=[CH:39][C:38]([CH3:41])=[CH:37][CH:36]=1)(=[O:34])=[O:33])#[N:29].Cl, predict the reaction product. The product is: [CH3:3][O:4][C:5]([C:7]1[C:15]2[C:10](=[N:11][CH:12]=[C:13]([Cl:16])[CH:14]=2)[N:9]([S:17]([C:20]2[CH:25]=[CH:24][CH:23]=[CH:22][CH:21]=2)(=[O:19])=[O:18])[C:8]=1[CH2:26][N:31]([CH2:30][C:28]#[N:29])[S:32]([C:35]1[CH:36]=[CH:37][C:38]([CH3:41])=[CH:39][CH:40]=1)(=[O:34])=[O:33])=[O:6]. (6) The product is: [CH:1]1([C@H:5]([NH:7][C:8]2[N:16]=[C:15]([C:17]3[NH:20][C:34](=[O:35])[O:19][N:18]=3)[N:14]=[C:13]3[C:9]=2[N:10]([CH2:26][C@H:27]2[CH2:28][CH2:29][C@H:30]([CH3:33])[CH2:31][CH2:32]2)[C:11]([CH2:21][C:22]([OH:25])([CH3:24])[CH3:23])=[N:12]3)[CH3:6])[CH2:2][CH2:3][CH2:4]1. Given the reactants [CH:1]1([C@H:5]([NH:7][C:8]2[N:16]=[C:15]([C:17](=[NH:20])[NH:18][OH:19])[N:14]=[C:13]3[C:9]=2[N:10]([CH2:26][C@H:27]2[CH2:32][CH2:31][C@H:30]([CH3:33])[CH2:29][CH2:28]2)[C:11]([CH2:21][C:22]([OH:25])([CH3:24])[CH3:23])=[N:12]3)[CH3:6])[CH2:4][CH2:3][CH2:2]1.[C:34](N1C=CN=C1)(N1C=CN=C1)=[O:35].N12CCCN=C1CCCCC2, predict the reaction product. (7) Given the reactants C([O:5][C:6](=[O:43])[CH2:7][N:8]1[C:12]2[CH:13]=[CH:14][C:15]([N:17]([CH2:28][C:29]3[CH:34]=[CH:33][C:32]([O:35][C:36]([F:39])([F:38])[F:37])=[CH:31][CH:30]=3)[S:18]([C:21]3[CH:26]=[CH:25][C:24]([F:27])=[CH:23][CH:22]=3)(=[O:20])=[O:19])=[CH:16][C:11]=2[N:10]=[C:9]1[CH2:40][CH2:41][CH3:42])(C)(C)C.C(O)(C(F)(F)F)=O, predict the reaction product. The product is: [F:39][C:36]([F:37])([F:38])[O:35][C:32]1[CH:33]=[CH:34][C:29]([CH2:28][N:17]([S:18]([C:21]2[CH:26]=[CH:25][C:24]([F:27])=[CH:23][CH:22]=2)(=[O:19])=[O:20])[C:15]2[CH:14]=[CH:13][C:12]3[N:8]([CH2:7][C:6]([OH:43])=[O:5])[C:9]([CH2:40][CH2:41][CH3:42])=[N:10][C:11]=3[CH:16]=2)=[CH:30][CH:31]=1. (8) Given the reactants [Cl-].[Ce+3].[Cl-].[Cl-].[BH4-:5].[Na+].[CH3:7][O:8][C:9]1[CH:14]=[CH:13][C:12]([PH:15](=O)[C:16]2[CH:21]=[CH:20][C:19]([O:22][CH3:23])=[CH:18][CH:17]=2)=[CH:11][CH:10]=1.[H-].[Al+3].[Li+].[H-].[H-].[H-].Cl, predict the reaction product. The product is: [CH3:23][O:22][C:19]1[CH:18]=[CH:17][C:16]([PH:15][C:12]2[CH:13]=[CH:14][C:9]([O:8][CH3:7])=[CH:10][CH:11]=2)=[CH:21][CH:20]=1.[BH3:5].